From a dataset of Full USPTO retrosynthesis dataset with 1.9M reactions from patents (1976-2016). Predict the reactants needed to synthesize the given product. Given the product [S:12]1[C:16]2[CH:17]=[CH:18][CH:19]=[CH:20][C:15]=2[N:14]=[C:13]1[C:21]([N:23]1[CH2:28][C:27]2([CH2:33][CH2:32][N:31]([CH2:2][CH2:3][CH2:4][CH2:5][CH2:6][CH2:7][CH2:8][CH2:9][CH2:10][OH:11])[CH2:30][CH2:29]2)[O:26][CH2:25][CH2:24]1)=[O:22], predict the reactants needed to synthesize it. The reactants are: Br[CH2:2][CH2:3][CH2:4][CH2:5][CH2:6][CH2:7][CH2:8][CH2:9][CH2:10][OH:11].[S:12]1[C:16]2[CH:17]=[CH:18][CH:19]=[CH:20][C:15]=2[N:14]=[C:13]1[C:21]([N:23]1[CH2:28][C:27]2([CH2:33][CH2:32][NH:31][CH2:30][CH2:29]2)[O:26][CH2:25][CH2:24]1)=[O:22].C(N(CC)CC)C.